Dataset: Full USPTO retrosynthesis dataset with 1.9M reactions from patents (1976-2016). Task: Predict the reactants needed to synthesize the given product. (1) Given the product [CH3:25][C:26]([CH3:33])([CH2:31][N:22]1[CH2:21][CH2:20][CH:19]([CH2:18][NH:17][C:15]([N:3]2[C:4]3[C:9](=[CH:8][CH:7]=[CH:6][CH:5]=3)[C:10]3([CH2:14][CH2:13][CH2:12][CH2:11]3)[C:2]2=[O:1])=[O:16])[CH2:24][CH2:23]1)[C:27]([O:29][CH3:30])=[O:28], predict the reactants needed to synthesize it. The reactants are: [O:1]=[C:2]1[C:10]2([CH2:14][CH2:13][CH2:12][CH2:11]2)[C:9]2[C:4](=[CH:5][CH:6]=[CH:7][CH:8]=2)[N:3]1[C:15]([NH:17][CH2:18][CH:19]1[CH2:24][CH2:23][NH:22][CH2:21][CH2:20]1)=[O:16].[CH3:25][C:26]([CH3:33])([CH:31]=O)[C:27]([O:29][CH3:30])=[O:28].C(O[BH-](OC(=O)C)OC(=O)C)(=O)C.[Na+].C([O-])(O)=O.[Na+]. (2) Given the product [C:1]([O:5][C:6]([N:8]1[CH2:13][CH2:12][CH:11]([N:14]2[CH:18]=[C:17]([B:45]3[O:46][C:47]([CH3:49])([CH3:48])[C:43]([CH3:50])([CH3:42])[O:44]3)[C:16]([C:20]3[CH:25]=[CH:24][CH:23]=[C:22]([N:26]([S:30]([C:33]4[CH:38]=[C:37]([F:39])[CH:36]=[CH:35][C:34]=4[F:40])(=[O:32])=[O:31])[CH2:27][O:28][CH3:29])[C:21]=3[F:41])=[N:15]2)[CH2:10][CH2:9]1)=[O:7])([CH3:4])([CH3:3])[CH3:2], predict the reactants needed to synthesize it. The reactants are: [C:1]([O:5][C:6]([N:8]1[CH2:13][CH2:12][CH:11]([N:14]2[CH:18]=[C:17](Br)[C:16]([C:20]3[CH:25]=[CH:24][CH:23]=[C:22]([N:26]([S:30]([C:33]4[CH:38]=[C:37]([F:39])[CH:36]=[CH:35][C:34]=4[F:40])(=[O:32])=[O:31])[CH2:27][O:28][CH3:29])[C:21]=3[F:41])=[N:15]2)[CH2:10][CH2:9]1)=[O:7])([CH3:4])([CH3:3])[CH3:2].[CH3:42][C:43]1([CH3:50])[C:47]([CH3:49])([CH3:48])[O:46][BH:45][O:44]1.C1(P(C2CCCCC2)C2C=CC=CC=2C2C(OC)=CC=CC=2OC)CCCCC1.